From a dataset of Reaction yield outcomes from USPTO patents with 853,638 reactions. Predict the reaction yield, written as a fraction of the theoretical maximum amount of product (1.0 means a 100% yield; for example, 0.34 means a 34% yield). (1) The reactants are [H-].[Na+].[NH:3]1[CH:10]=[CH:9][C:7](=[O:8])[NH:6][C:4]1=[O:5].[CH2:11](Br)[CH:12]=[CH2:13]. The catalyst is CN(C=O)C. The product is [CH2:13]([N:3]1[CH:10]=[CH:9][C:7](=[O:8])[NH:6][C:4]1=[O:5])[CH:12]=[CH2:11]. The yield is 0.390. (2) The reactants are O=S(Cl)[Cl:3].[N+:5]([C:8]1[CH:9]=[C:10]([C:15]([F:18])([F:17])[F:16])[C:11](O)=[N:12][CH:13]=1)([O-:7])=[O:6].CN(C=O)C. No catalyst specified. The product is [Cl:3][C:11]1[C:10]([C:15]([F:18])([F:17])[F:16])=[CH:9][C:8]([N+:5]([O-:7])=[O:6])=[CH:13][N:12]=1. The yield is 0.860.